This data is from P-glycoprotein inhibition data for predicting drug efflux from Broccatelli et al.. The task is: Regression/Classification. Given a drug SMILES string, predict its absorption, distribution, metabolism, or excretion properties. Task type varies by dataset: regression for continuous measurements (e.g., permeability, clearance, half-life) or binary classification for categorical outcomes (e.g., BBB penetration, CYP inhibition). Dataset: pgp_broccatelli. The result is 0 (non-inhibitor). The drug is O=C(O)CN1C2=C1C(c1ccccc1)(c1ccccc1)N2.